This data is from Reaction yield outcomes from USPTO patents with 853,638 reactions. The task is: Predict the reaction yield, written as a fraction of the theoretical maximum amount of product (1.0 means a 100% yield; for example, 0.34 means a 34% yield). (1) The reactants are [Br:1][C:2]1[C:3]([N:9]([CH2:16][CH:17]=[CH2:18])[C:10](=[O:15])[C:11]([CH3:14])([CH3:13])[CH3:12])=[N:4][C:5](Cl)=[CH:6][CH:7]=1.[CH3:19][O-:20].[Na+].O. The yield is 0.890. The product is [Br:1][C:2]1[C:3]([N:9]([CH2:16][CH:17]=[CH2:18])[C:10](=[O:15])[C:11]([CH3:14])([CH3:13])[CH3:12])=[N:4][C:5]([O:20][CH3:19])=[CH:6][CH:7]=1. The catalyst is CO. (2) The reactants are [Cl:1][C:2]1[CH:7]=[CH:6][C:5]([C:8]#[CH:9])=[CH:4][C:3]=1[NH:10][NH:11][C:12]([O:14][CH3:15])=[O:13].Br[C:17]1[C:22]([F:23])=[CH:21][C:20]([F:24])=[CH:19][C:18]=1[F:25]. The catalyst is CCN(CC)CC.Cl[Pd](Cl)([P](C1C=CC=CC=1)(C1C=CC=CC=1)C1C=CC=CC=1)[P](C1C=CC=CC=1)(C1C=CC=CC=1)C1C=CC=CC=1. The product is [Cl:1][C:2]1[CH:7]=[CH:6][C:5]([C:8]#[C:9][C:21]2[C:22]([F:23])=[CH:17][C:18]([F:25])=[CH:19][C:20]=2[F:24])=[CH:4][C:3]=1[NH:10][NH:11][C:12]([O:14][CH3:15])=[O:13]. The yield is 0.150. (3) The product is [CH3:17][O:18][C:19](=[O:29])[C:20]1[C:25]([Cl:26])=[CH:24][C:23]([Cl:27])=[CH:22][C:21]=1[NH:28][C:10](=[O:12])[CH:9]([C:6]1[CH:7]=[CH:8][C:3]([O:2][CH3:1])=[C:4]([N+:14]([O-:16])=[O:15])[CH:5]=1)[CH3:13]. The reactants are [CH3:1][O:2][C:3]1[CH:8]=[CH:7][C:6]([CH:9]([CH3:13])[C:10]([OH:12])=O)=[CH:5][C:4]=1[N+:14]([O-:16])=[O:15].[CH3:17][O:18][C:19](=[O:29])[C:20]1[C:25]([Cl:26])=[CH:24][C:23]([Cl:27])=[CH:22][C:21]=1[NH2:28].ClCCl. The catalyst is CCCCCC. The yield is 0.820. (4) The reactants are Cl[C:2]1[N:10]2[CH:11]([C:14]3[CH:19]=[CH:18][CH:17]=[CH:16][CH:15]=3)[CH2:12][O:13][C:8]3=[C:9]2[C:4](=[CH:5][CH:6]=[C:7]3[C:20]2[C:21]([CH3:26])=[N:22][O:23][C:24]=2[CH3:25])[N:3]=1.C(N(CC)CC)C.[CH3:34][CH:35]([NH2:37])[CH3:36]. The catalyst is CN1CCCC1=O.CO. The product is [CH3:26][C:21]1[C:20]([C:7]2[C:8]3[O:13][CH2:12][CH:11]([C:14]4[CH:19]=[CH:18][CH:17]=[CH:16][CH:15]=4)[N:10]4[C:2]([NH:37][CH:35]([CH3:36])[CH3:34])=[N:3][C:4]([C:9]=34)=[CH:5][CH:6]=2)=[C:24]([CH3:25])[O:23][N:22]=1. The yield is 0.290. (5) The reactants are [Br:1][C:2]1[CH:3]=[C:4]([NH:8][S:9]([CH2:12][CH2:13][CH2:14]Cl)(=[O:11])=[O:10])[CH:5]=[N:6][CH:7]=1.CN(C=O)C.[H-].[Na+]. No catalyst specified. The product is [Br:1][C:2]1[CH:7]=[N:6][CH:5]=[C:4]([N:8]2[CH2:14][CH2:13][CH2:12][S:9]2(=[O:11])=[O:10])[CH:3]=1. The yield is 0.650. (6) The reactants are [O:1]1[C:6]2[CH:7]=[CH:8][C:9]([C:11]([C:13]3[CH:18]=[CH:17][C:16]([O:19][CH3:20])=[C:15]([O:21][CH3:22])[CH:14]=3)=O)=[CH:10][C:5]=2[O:4][CH2:3][CH2:2]1.C(OP([CH2:31][C:32]#[N:33])(=O)OCC)C.C[Si]([N-][Si](C)(C)C)(C)C.[Li+].O1C2C=CC(C(C3C=C(OC)C=C(OC)C=3)=CC#N)=CC=2OCC1. The catalyst is C1COCC1. The product is [O:1]1[C:6]2[CH:7]=[CH:8][C:9]([C:11]([C:13]3[CH:18]=[CH:17][C:16]([O:19][CH3:20])=[C:15]([O:21][CH3:22])[CH:14]=3)=[CH:31][C:32]#[N:33])=[CH:10][C:5]=2[O:4][CH2:3][CH2:2]1. The yield is 0.860. (7) The yield is 0.840. The product is [C:33]([N:29]1[CH2:30][CH2:31][N:26]([CH2:25][C:22]2([CH3:32])[S:21][C:20]([C:17]3[NH:18][C:19]4[C:15]([CH:16]=3)=[CH:14][CH:13]=[CH:12][C:11]=4[N:2]([CH3:1])[S:3]([C:6]3[S:7][CH:8]=[CH:9][CH:10]=3)(=[O:5])=[O:4])=[N:24][CH2:23]2)[CH2:27][CH2:28]1)(=[O:35])[CH3:34]. The reactants are [CH3:1][N:2]([C:11]1[CH:12]=[CH:13][CH:14]=[C:15]2[C:19]=1[NH:18][C:17]([C:20]1[S:21][C:22]([CH3:32])([CH2:25][N:26]3[CH2:31][CH2:30][NH:29][CH2:28][CH2:27]3)[CH2:23][N:24]=1)=[CH:16]2)[S:3]([C:6]1[S:7][CH:8]=[CH:9][CH:10]=1)(=[O:5])=[O:4].[C:33](OC(=O)C)(=[O:35])[CH3:34]. The catalyst is N1C=CC=CC=1.